This data is from Experimentally validated miRNA-target interactions with 360,000+ pairs, plus equal number of negative samples. The task is: Binary Classification. Given a miRNA mature sequence and a target amino acid sequence, predict their likelihood of interaction. (1) The miRNA is hsa-miR-4645-3p with sequence AGACAGUAGUUCUUGCCUGGUU. The protein sequence of the target gene is MRRRRRRDGFYLAPDFRHREAEDMAGVFDIDLDQPEDAGSEDELEEGGQLNESMDHGGVGPYELGMEHCEKFEISETSVNRGPEKIRPECFELLRVLGKGGYGKVFQVRKVTGANTGKIFAMKVLKKAMIVRNAKDTAHTKAERNILEEVKHPFIVDLIYAFQTGGKLYLILEYLSGGELFMQLEREGIFMEDTACFYLAEISMALGHLHQKGIIYRDLKPENIMLNHQGHVKLTDFGLCKESIHDGTVTHTFCGTIEYMAPEILMRSGHNRAVDWWSLGALMYDMLTGAPPFTGENRKK.... Result: 0 (no interaction). (2) The miRNA is mmu-miR-329-3p with sequence AACACACCCAGCUAACCUUUUU. The protein sequence of the target gene is MLSSNDQKLEKLDSFYRPPVSKQRTSAEIISEARNALRTVRTQRPFTPREDQRKLFGPASSRSPENRPPSSFSLHASSFELSDSKPISGTRLRPLELKPKAPASPGTEDACLSFPKAPLDPAKIRKISGARARFYRAASQGMLLPDRSPPAAHSKTVDESSKPVSVGSSTARRNGTHLTASSATGQLKSPPLLTCDQGFQETTEQEVSLLSQLRRGGDPGKRRARASSCPSSSDLSRKETRAASRASSQEQETDTEVDEVFWKARIVPILHELENEEDIEEMCAACTQLHRTLEEARMLG.... Result: 1 (interaction). (3) The miRNA is hsa-miR-370-5p with sequence CAGGUCACGUCUCUGCAGUUAC. The protein sequence of the target gene is MAAEAWLWRWGWGWGQRCPGRPGLPGPGPSPTTFLHLLLLLGPVAADITDGNSEHLKREHSLIKPYQGVGSSSMPLWDFQGSTMLTSQYVRLTPDERSKEGSIWNHQPCFLKDWEMHVHFKVHGTGKKNLHGDGIALWYTRDRLVPGPVFGSKDNFHGLAIFLDTYPNDETTERVFPYISVMVNNGSLSYDHSKDGRWSELAGCTADFRNRDHDTFLAVRYSRGRLTVMTDLEDKNEWKNCIDITGVRLPTGYYFGASAGTGDLSDNHDIISIKLFQLTVERTPEEESIDWTKIEPGVNF.... Result: 0 (no interaction). (4) The miRNA is mmu-miR-542-3p with sequence UGUGACAGAUUGAUAACUGAAA. The protein sequence of the target gene is MAFSRIALLCQRFSRQQQQRQLLHRPLTTKLDNTRFLHPNQSKLAQNLIVIFTRQPFSPDDPELLILSPELNTKVVETVLNGFKRWGLAYLFFNWASKQEGYRNDMYAYNAMASILSRARQNASLKALVVDVLNSRCFMSPGAFGFFIRCLGNAGLVDEASSVFDRVREMGLCVPNAYTYNCLLEAISKSNSSSVELVEARLKEMRDCGFHFDKFTLTPVLQVYCNTGKSERALSVFNEILSRGWLDEHISTILVVSFCKWGQVDKAFELIEMLEERDIRLNYKTYCVLIHGFVKESRID.... Result: 0 (no interaction). (5) The miRNA is mmu-miR-674-5p with sequence GCACUGAGAUGGGAGUGGUGUA. The protein sequence of the target gene is MALEMRLPKARKPLSESLGRDSKKHLVVPGDTITTDTGFMRGHGTYMGEEKLIASVAGSVERVNKLICVKALKTRYNGEVGDIVVGRITEVQQKRWKVETNSRLDSVLLLSSMNLPGGELRRRSAEDELAMRGFLQEGDLISAEVQAVFSDGAVSLHTRSLKYGKLGQGVLVQVSPSLVKRQKTHFHDLPCGASVILGNNGFIWIYPTPEHKDEDAGGFIANLEPVALSDREVISRLRNCVVLLVTQRMMLFDTSILYCYEASLAHQIKDILKPEVMEEIMLETRQRLLDQEG. Result: 1 (interaction). (6) The miRNA is hsa-miR-519a-3p with sequence AAAGUGCAUCCUUUUAGAGUGU. The protein sequence of the target gene is MSVAGGEIRGDTGGEDTAAPGRFSFSPEPTLEDIRRLHAEFAAERDWEQFHQPRNLLLALVGEVGELAELFQWKTDGEPGPQGWSPRERAALQEELSDVLIYLVALAARCRVDLPLAVLSKMDINRRRYPAHLARSSSRKYTELPHGAISEDQAVGPADIPCDSTGQTST. Result: 1 (interaction).